From a dataset of NCI-60 drug combinations with 297,098 pairs across 59 cell lines. Regression. Given two drug SMILES strings and cell line genomic features, predict the synergy score measuring deviation from expected non-interaction effect. (1) Drug 1: CC12CCC3C(C1CCC2=O)CC(=C)C4=CC(=O)C=CC34C. Drug 2: CS(=O)(=O)OCCCCOS(=O)(=O)C. Cell line: TK-10. Synergy scores: CSS=17.5, Synergy_ZIP=0.0651, Synergy_Bliss=3.23, Synergy_Loewe=-12.2, Synergy_HSA=1.23. (2) Drug 1: C1=NC2=C(N1)C(=S)N=CN2. Drug 2: CC1C(C(CC(O1)OC2CC(CC3=C2C(=C4C(=C3O)C(=O)C5=CC=CC=C5C4=O)O)(C(=O)C)O)N)O. Cell line: OVCAR3. Synergy scores: CSS=50.8, Synergy_ZIP=-9.08, Synergy_Bliss=-5.60, Synergy_Loewe=-5.84, Synergy_HSA=-3.92. (3) Drug 1: CN(CC1=CN=C2C(=N1)C(=NC(=N2)N)N)C3=CC=C(C=C3)C(=O)NC(CCC(=O)O)C(=O)O. Drug 2: CN(C(=O)NC(C=O)C(C(C(CO)O)O)O)N=O. Synergy scores: CSS=38.0, Synergy_ZIP=-0.938, Synergy_Bliss=-1.32, Synergy_Loewe=-41.7, Synergy_HSA=-1.51. Cell line: COLO 205. (4) Drug 1: C1=CC(=CC=C1CCCC(=O)O)N(CCCl)CCCl. Drug 2: C1=CN(C=N1)CC(O)(P(=O)(O)O)P(=O)(O)O. Cell line: SF-539. Synergy scores: CSS=6.80, Synergy_ZIP=-12.0, Synergy_Bliss=-15.9, Synergy_Loewe=-15.1, Synergy_HSA=-13.4. (5) Drug 1: CC(CN1CC(=O)NC(=O)C1)N2CC(=O)NC(=O)C2. Drug 2: COC1=CC(=CC(=C1O)OC)C2C3C(COC3=O)C(C4=CC5=C(C=C24)OCO5)OC6C(C(C7C(O6)COC(O7)C8=CC=CS8)O)O. Cell line: UACC-257. Synergy scores: CSS=22.5, Synergy_ZIP=-1.61, Synergy_Bliss=6.21, Synergy_Loewe=-6.73, Synergy_HSA=6.48. (6) Drug 1: CC1=C(C(=CC=C1)Cl)NC(=O)C2=CN=C(S2)NC3=CC(=NC(=N3)C)N4CCN(CC4)CCO. Drug 2: C1CCC(C(C1)N)N.C(=O)(C(=O)[O-])[O-].[Pt+4]. Cell line: SW-620. Synergy scores: CSS=37.0, Synergy_ZIP=1.75, Synergy_Bliss=2.08, Synergy_Loewe=4.52, Synergy_HSA=3.99. (7) Drug 1: COC1=CC(=CC(=C1O)OC)C2C3C(COC3=O)C(C4=CC5=C(C=C24)OCO5)OC6C(C(C7C(O6)COC(O7)C8=CC=CS8)O)O. Drug 2: CCC1=C2CN3C(=CC4=C(C3=O)COC(=O)C4(CC)O)C2=NC5=C1C=C(C=C5)O. Cell line: HS 578T. Synergy scores: CSS=18.4, Synergy_ZIP=-12.3, Synergy_Bliss=-10.4, Synergy_Loewe=-4.81, Synergy_HSA=-4.13.